Dataset: Forward reaction prediction with 1.9M reactions from USPTO patents (1976-2016). Task: Predict the product of the given reaction. The product is: [Cl:1][C:2]1[C:7]([N+:8]([O-:10])=[O:9])=[C:6]([O:19][CH3:18])[N:5]=[C:4]([N:12]2[CH2:17][CH2:16][O:15][CH2:14][CH2:13]2)[CH:3]=1. Given the reactants [Cl:1][C:2]1[C:7]([N+:8]([O-:10])=[O:9])=[C:6](Cl)[N:5]=[C:4]([N:12]2[CH2:17][CH2:16][O:15][CH2:14][CH2:13]2)[CH:3]=1.[CH3:18][O-:19].[Na+], predict the reaction product.